Dataset: Full USPTO retrosynthesis dataset with 1.9M reactions from patents (1976-2016). Task: Predict the reactants needed to synthesize the given product. (1) The reactants are: Cl[C:2]1[CH:3]=[CH:4][C:5]2[N:6]([C:8]([C:11]([F:14])([F:13])[F:12])=[N:9][N:10]=2)[N:7]=1.[N:15]1[CH:20]=[CH:19][CH:18]=[C:17]([C:21]2([OH:27])[CH2:26][CH2:25][NH:24][CH2:23][CH2:22]2)[CH:16]=1.C(N(C(C)C)C(C)C)C. Given the product [N:15]1[CH:20]=[CH:19][CH:18]=[C:17]([C:21]2([OH:27])[CH2:22][CH2:23][N:24]([C:2]3[CH:3]=[CH:4][C:5]4[N:6]([C:8]([C:11]([F:14])([F:13])[F:12])=[N:9][N:10]=4)[N:7]=3)[CH2:25][CH2:26]2)[CH:16]=1, predict the reactants needed to synthesize it. (2) Given the product [NH2:36][CH:35]1[CH2:39][C:40]2[C:46](=[CH:45][CH:44]=[C:42]([NH:43][C:2]3[N:7]=[C:6]([C:8]4[C:9]([C:17]5[CH:18]=[C:19]([NH:23][C:24](=[O:33])[C:25]6[C:30]([F:31])=[CH:29][CH:28]=[CH:27][C:26]=6[F:32])[CH:20]=[CH:21][CH:22]=5)=[N:10][N:11]5[CH:16]=[CH:15][CH:14]=[CH:13][C:12]=45)[CH:5]=[CH:4][N:3]=3)[CH:41]=2)[CH2:34]1, predict the reactants needed to synthesize it. The reactants are: Cl[C:2]1[N:7]=[C:6]([C:8]2[C:9]([C:17]3[CH:18]=[C:19]([NH:23][C:24](=[O:33])[C:25]4[C:30]([F:31])=[CH:29][CH:28]=[CH:27][C:26]=4[F:32])[CH:20]=[CH:21][CH:22]=3)=[N:10][N:11]3[CH:16]=[CH:15][CH:14]=[CH:13][C:12]=23)[CH:5]=[CH:4][N:3]=1.[CH3:34][C:35]1[N:36]=CO[C:39]=1[C:40]1[CH:41]=[C:42]([CH:44]=[CH:45][CH:46]=1)[NH2:43].Cl.